This data is from Full USPTO retrosynthesis dataset with 1.9M reactions from patents (1976-2016). The task is: Predict the reactants needed to synthesize the given product. (1) Given the product [C:5]([N:9]1[CH:13]=[C:12]([CH2:14][CH2:15][CH2:16][C:17]([OH:19])([CH3:34])[CH3:18])/[C:11](=[N:20]/[C:21](=[O:33])[C:22]2[CH:27]=[CH:26][CH:25]=[C:24]([C:28]([F:29])([F:31])[F:30])[C:23]=2[F:32])/[S:10]1)([CH3:6])([CH3:7])[CH3:8], predict the reactants needed to synthesize it. The reactants are: [Cl-].[Ce+3].[Cl-].[Cl-].[C:5]([N:9]1[CH:13]=[C:12]([CH2:14][CH2:15][CH2:16][C:17](=[O:19])[CH3:18])/[C:11](=[N:20]/[C:21](=[O:33])[C:22]2[CH:27]=[CH:26][CH:25]=[C:24]([C:28]([F:31])([F:30])[F:29])[C:23]=2[F:32])/[S:10]1)([CH3:8])([CH3:7])[CH3:6].[CH3:34][Mg]Br. (2) Given the product [NH:14]1[CH2:15][CH2:16][CH:11]([CH2:10][N:9]=[CH:1][C:2]2[CH:7]=[CH:6][CH:5]=[CH:4][CH:3]=2)[CH2:12][CH2:13]1, predict the reactants needed to synthesize it. The reactants are: [CH:1](=O)[C:2]1[CH:7]=[CH:6][CH:5]=[CH:4][CH:3]=1.[NH2:9][CH2:10][CH:11]1[CH2:16][CH2:15][NH:14][CH2:13][CH2:12]1. (3) Given the product [F:21][C:2]([F:1])([F:20])[O:3][C:4]1[CH:5]=[CH:6][C:7]([N:10]2[N:14]=[C:13]([C:15]([OH:17])=[O:16])[CH:12]=[N:11]2)=[CH:8][CH:9]=1, predict the reactants needed to synthesize it. The reactants are: [F:1][C:2]([F:21])([F:20])[O:3][C:4]1[CH:9]=[CH:8][C:7]([N:10]2[N:14]=[C:13]([C:15]([O:17]CC)=[O:16])[CH:12]=[N:11]2)=[CH:6][CH:5]=1.[Li+].[OH-].O.Cl. (4) The reactants are: [F:1][C:2]1[CH:3]=[C:4]([NH2:8])[CH:5]=[CH:6][CH:7]=1.C(N(CC)CC)C.[C:16]([O:19][C:20]1[C:21](=[CH:25][CH:26]=[CH:27][CH:28]=1)[C:22](Cl)=[O:23])(=[O:18])[CH3:17]. Given the product [C:16]([O:19][C:20]1[CH:28]=[CH:27][CH:26]=[CH:25][C:21]=1[C:22](=[O:23])[NH:8][C:4]1[CH:5]=[CH:6][CH:7]=[C:2]([F:1])[CH:3]=1)(=[O:18])[CH3:17], predict the reactants needed to synthesize it. (5) The reactants are: [NH2:1][C:2]1[CH:7]=[C:6](Cl)[CH:5]=[CH:4][N:3]=1.[OH:9][C:10]1[CH:11]=[CH:12][C:13]([N+:20]([O-:22])=[O:21])=[C:14]([C:16]([F:19])([F:18])[F:17])[CH:15]=1.C(N(C(C)C)CC)(C)C. Given the product [N+:20]([C:13]1[CH:12]=[CH:11][C:10]([O:9][C:6]2[CH:5]=[CH:4][N:3]=[C:2]([NH2:1])[CH:7]=2)=[CH:15][C:14]=1[C:16]([F:17])([F:18])[F:19])([O-:22])=[O:21], predict the reactants needed to synthesize it. (6) Given the product [C:16]1([N:22]2[C:34]3[CH:33]=[CH:32][C:31]([C:2]4[CH:3]=[CH:4][C:5]5[NH:6][C:7]6[C:12]([C:13]=5[CH:14]=4)=[CH:11][C:10]([C:55]4[CH:56]=[CH:57][C:52]5[N:6]([C:5]7[CH:4]=[CH:3][CH:2]=[CH:14][CH:13]=7)[C:7]7[C:58]([C:53]=5[CH:54]=4)=[CH:11][CH:10]=[CH:9][CH:8]=7)=[CH:9][CH:8]=6)=[CH:30][C:29]=3[C:28]3[C:23]2=[CH:24][CH:25]=[CH:26][CH:27]=3)[CH:21]=[CH:20][CH:19]=[CH:18][CH:17]=1, predict the reactants needed to synthesize it. The reactants are: Br[C:2]1[CH:3]=[CH:4][C:5]2[NH:6][C:7]3[C:12]([C:13]=2[CH:14]=1)=[CH:11][C:10](Br)=[CH:9][CH:8]=3.[C:16]1([N:22]2[C:34]3[CH:33]=[CH:32][C:31](B(O)O)=[CH:30][C:29]=3[C:28]3[C:23]2=[CH:24][CH:25]=[CH:26][CH:27]=3)[CH:21]=[CH:20][CH:19]=[CH:18][CH:17]=1.[C:53]1([CH3:58])[CH:54]=[CH:55][CH:56]=[CH:57][C:52]=1P([C:52]1[CH:57]=[CH:56][CH:55]=[CH:54][C:53]=1[CH3:58])[C:52]1[CH:57]=[CH:56][CH:55]=[CH:54][C:53]=1[CH3:58].C(=O)([O-])[O-].[K+].[K+].